The task is: Predict the product of the given reaction.. This data is from Forward reaction prediction with 1.9M reactions from USPTO patents (1976-2016). Given the reactants [F:1][C:2]([F:15])([F:14])[C:3]1[CH:4]=[C:5]2[C:10](=[CH:11][CH:12]=1)[N:9]=[CH:8][CH:7]=[C:6]2[OH:13].C([O-])([O-])=O.[Cs+].[Cs+].Br[CH2:23][CH2:24][CH2:25][CH2:26][CH2:27][O:28][C:29]1[C:30](=[O:37])[CH:31]=[C:32]([CH2:35][OH:36])[O:33][CH:34]=1.O, predict the reaction product. The product is: [F:15][C:2]([F:1])([F:14])[C:3]1[CH:4]=[C:5]2[C:10](=[CH:11][CH:12]=1)[N:9]=[CH:8][CH:7]=[C:6]2[O:13][CH2:23][CH2:24][CH2:25][CH2:26][CH2:27][O:28][C:29]1[C:30](=[O:37])[CH:31]=[C:32]([CH2:35][OH:36])[O:33][CH:34]=1.